From a dataset of Forward reaction prediction with 1.9M reactions from USPTO patents (1976-2016). Predict the product of the given reaction. (1) Given the reactants [C-:1]#[N:2].[K+].CS(O[CH2:9][CH2:10][CH:11]([C:24]1[CH:34]=[CH:33][C:27]2[O:28][C:29]([F:32])([F:31])[O:30][C:26]=2[CH:25]=1)[C:12]1[C:20]2[C:15](=[C:16]([CH2:21][S:22][CH3:23])[CH:17]=[CH:18][CH:19]=2)[NH:14][CH:13]=1)(=O)=O.C(OCC)(=O)C, predict the reaction product. The product is: [F:32][C:29]1([F:31])[O:28][C:27]2[CH:33]=[CH:34][C:24]([CH:11]([C:12]3[C:20]4[C:15](=[C:16]([CH2:21][S:22][CH3:23])[CH:17]=[CH:18][CH:19]=4)[NH:14][CH:13]=3)[CH2:10][CH2:9][C:1]#[N:2])=[CH:25][C:26]=2[O:30]1. (2) Given the reactants [CH3:1][O:2][C:3]([C:5]1[S:6][C:7]([Br:30])=[CH:8][C:9]=1[N:10]([CH:20]1[CH2:29][CH2:28][C:23]2(OCC[O:24]2)[CH2:22][CH2:21]1)[C:11]([C@H:13]1[CH2:18][CH2:17][C@H:16]([CH3:19])[CH2:15][CH2:14]1)=[O:12])=[O:4].Cl, predict the reaction product. The product is: [CH3:1][O:2][C:3]([C:5]1[S:6][C:7]([Br:30])=[CH:8][C:9]=1[N:10]([C:11]([C@H:13]1[CH2:14][CH2:15][C@H:16]([CH3:19])[CH2:17][CH2:18]1)=[O:12])[CH:20]1[CH2:29][CH2:28][C:23](=[O:24])[CH2:22][CH2:21]1)=[O:4]. (3) Given the reactants [CH:1]1([CH2:4][NH:5][C:6]([C:8]2[N:9]=[C:10]([C:24]([F:27])([F:26])[F:25])[N:11]3[CH2:16][CH2:15][N:14](C(OC(C)(C)C)=O)[CH2:13][C:12]=23)=[O:7])[CH2:3][CH2:2]1.[ClH:28], predict the reaction product. The product is: [ClH:28].[CH:1]1([CH2:4][NH:5][C:6]([C:8]2[N:9]=[C:10]([C:24]([F:25])([F:26])[F:27])[N:11]3[CH2:16][CH2:15][NH:14][CH2:13][C:12]=23)=[O:7])[CH2:3][CH2:2]1. (4) Given the reactants Br[CH:2]1[C:9]2[CH:10]=[C:11]([Cl:14])[CH:12]=[CH:13][C:8]=2[O:7][CH2:6][O:5][C:4]2[CH:15]=[CH:16][C:17]([Cl:19])=[CH:18][C:3]1=2.[Br:20][CH2:21][CH2:22][OH:23].C(=O)([O-])[O-].[K+].[K+], predict the reaction product. The product is: [Br:20][CH2:21][CH2:22][O:23][CH:2]1[C:9]2[CH:10]=[C:11]([Cl:14])[CH:12]=[CH:13][C:8]=2[O:7][CH2:6][O:5][C:4]2[CH:15]=[CH:16][C:17]([Cl:19])=[CH:18][C:3]1=2. (5) Given the reactants [O:1]=[C:2]1[CH2:8][CH2:7][N:6]([C:9]([O:11][C:12]([CH3:15])([CH3:14])[CH3:13])=[O:10])[CH2:5][CH2:4][CH:3]1C(OCC)=O.[OH-].[Na+].Cl, predict the reaction product. The product is: [O:1]=[C:2]1[CH2:3][CH2:4][CH2:5][N:6]([C:9]([O:11][C:12]([CH3:15])([CH3:14])[CH3:13])=[O:10])[CH2:7][CH2:8]1. (6) Given the reactants [Br:1][C:2]1[CH:3]=[C:4]([S:8][CH2:9][C:10](=O)[CH3:11])[CH:5]=[CH:6][CH:7]=1.Cl.[Cl:14][C:15]1[CH:16]=[C:17]([NH:21]N)[CH:18]=[CH:19][CH:20]=1, predict the reaction product. The product is: [Br:1][C:2]1[CH:3]=[C:4]([S:8][C:9]2[C:18]3[C:17](=[CH:16][C:15]([Cl:14])=[CH:20][CH:19]=3)[NH:21][C:10]=2[CH3:11])[CH:5]=[CH:6][CH:7]=1. (7) The product is: [OH:1][CH:2]1[CH2:7][N:6]([C:8]([O:10][CH2:11][CH:12]2[C:13]3[CH:14]=[CH:15][CH:16]=[CH:17][C:18]=3[C:19]3[C:24]2=[CH:23][CH:22]=[CH:21][CH:20]=3)=[O:9])[CH2:5][CH2:4][N:3]1[C:25]([O:27][C:28]([CH3:31])([CH3:30])[CH3:29])=[O:26]. Given the reactants [O:1]=[C:2]1[CH2:7][N:6]([C:8]([O:10][CH2:11][CH:12]2[C:24]3[CH:23]=[CH:22][CH:21]=[CH:20][C:19]=3[C:18]3[C:13]2=[CH:14][CH:15]=[CH:16][CH:17]=3)=[O:9])[CH2:5][CH2:4][N:3]1[C:25]([O:27][C:28]([CH3:31])([CH3:30])[CH3:29])=[O:26].C1COCC1.CC(C[AlH]CC(C)C)C, predict the reaction product. (8) The product is: [C:12]([O:16][C:17]([N:19]1[CH2:24][CH2:23][N:22]([C:7]2[CH:6]=[CH:5][C:4]([N+:9]([O-:11])=[O:10])=[CH:3][C:2]=2[F:1])[CH2:21][CH2:20]1)=[O:18])([CH3:15])([CH3:13])[CH3:14]. Given the reactants [F:1][C:2]1[CH:3]=[C:4]([N+:9]([O-:11])=[O:10])[CH:5]=[CH:6][C:7]=1F.[C:12]([O:16][C:17]([N:19]1[CH2:24][CH2:23][NH:22][CH2:21][CH2:20]1)=[O:18])([CH3:15])([CH3:14])[CH3:13], predict the reaction product. (9) Given the reactants CO[C:3]([C:5]1[CH:17]=[CH:16][C:8]2[N:9]=[C:10]([C:12]([F:15])([F:14])[F:13])[NH:11][C:7]=2[CH:6]=1)=[O:4].[CH2:18]([Mg]Br)[CH3:19].O1CCO[CH2:24][CH2:23]1, predict the reaction product. The product is: [F:13][C:12]([F:15])([F:14])[C:10]1[NH:11][C:7]2[CH:6]=[C:5]([C:3]([OH:4])([CH2:18][CH3:19])[CH2:23][CH3:24])[CH:17]=[CH:16][C:8]=2[N:9]=1. (10) Given the reactants Cl[CH2:2][CH2:3][CH:4]1[CH2:8][CH2:7][CH:6]([C:9]2[CH:14]=[CH:13][C:12]([F:15])=[CH:11][CH:10]=2)[N:5]1[S:16]([C:19]1[CH:24]=[CH:23][C:22]([CH3:25])=[CH:21][CH:20]=1)(=[O:18])=[O:17].[NH:26]1[CH:30]=[CH:29][CH:28]=[N:27]1, predict the reaction product. The product is: [F:15][C:12]1[CH:11]=[CH:10][C:9]([CH:6]2[N:5]([S:16]([C:19]3[CH:24]=[CH:23][C:22]([CH3:25])=[CH:21][CH:20]=3)(=[O:18])=[O:17])[CH:4]([CH2:3][CH2:2][N:26]3[CH:30]=[CH:29][CH:28]=[N:27]3)[CH2:8][CH2:7]2)=[CH:14][CH:13]=1.